This data is from Forward reaction prediction with 1.9M reactions from USPTO patents (1976-2016). The task is: Predict the product of the given reaction. (1) Given the reactants [H-].[Na+].[OH:3][CH2:4][CH2:5][CH2:6][CH2:7][C:8]([N:10]([O:12][CH3:13])[CH3:11])=[O:9].[CH3:14]I, predict the reaction product. The product is: [CH3:13][O:12][N:10]([CH3:11])[C:8](=[O:9])[CH2:7][CH2:6][CH2:5][CH2:4][O:3][CH3:14]. (2) Given the reactants [CH2:1]([N:3]1[C:12]2[C:7](=[CH:8][C:9]([F:20])=[C:10]([N:14]3[CH2:19][CH2:18][NH:17][CH2:16][CH2:15]3)[C:11]=2[F:13])[C:6](=[O:21])[C:5]([C:22]([OH:24])=[O:23])=[CH:4]1)[CH3:2].C(=O)(O)[O-].[Na+].[I-].[K+].Br[CH2:33][C:34]([C:36]1[CH:41]=[CH:40][CH:39]=[CH:38][CH:37]=1)=[O:35], predict the reaction product. The product is: [CH2:1]([N:3]1[C:12]2[C:7](=[CH:8][C:9]([F:20])=[C:10]([N:14]3[CH2:15][CH2:16][N:17]([CH2:33][C:34]([C:36]4[CH:41]=[CH:40][CH:39]=[CH:38][CH:37]=4)=[O:35])[CH2:18][CH2:19]3)[C:11]=2[F:13])[C:6](=[O:21])[C:5]([C:22]([OH:24])=[O:23])=[CH:4]1)[CH3:2]. (3) Given the reactants [CH2:1]([O:3][C:4](=[O:27])[CH2:5][C:6]([N:8]1[CH2:14][CH2:13][CH2:12][N:11]([C:15]([O:17]C2C=CC([N+]([O-])=O)=CC=2)=O)[CH2:10][CH2:9]1)=[O:7])[CH3:2].Cl.[N:29]1[CH:34]=[CH:33][C:32]([N:35]2[CH2:39][CH2:38][C:37]3([CH2:44][CH2:43][NH:42][CH2:41][CH2:40]3)[CH2:36]2)=[CH:31][CH:30]=1.CCN(C(C)C)C(C)C, predict the reaction product. The product is: [O:7]=[C:6]([N:8]1[CH2:14][CH2:13][CH2:12][N:11]([C:15]([N:42]2[CH2:41][CH2:40][C:37]3([CH2:36][N:35]([C:32]4[CH:31]=[CH:30][N:29]=[CH:34][CH:33]=4)[CH2:39][CH2:38]3)[CH2:44][CH2:43]2)=[O:17])[CH2:10][CH2:9]1)[CH2:5][C:4]([O:3][CH2:1][CH3:2])=[O:27]. (4) Given the reactants [Cl:1][C:2]1[CH:3]=[C:4]([CH:12]([CH2:25][C@H:26]2[CH2:46][CH2:45][C:28]3([O:32][C@H:31]([C:33]4[CH:38]=[CH:37][CH:36]=[CH:35][CH:34]=4)[C@@H:30]([C:39]4[CH:44]=[CH:43][CH:42]=[CH:41][CH:40]=4)[O:29]3)[CH2:27]2)[C:13](=O)[CH2:14][CH2:15][C:16]([C:18]2[CH:23]=[N:22][CH:21]=[CH:20][N:19]=2)=O)[CH:5]=[CH:6][C:7]=1[S:8]([CH3:11])(=[O:10])=[O:9].C([O-])(=O)C.[NH4+:51].C(=O)([O-])O.[Na+], predict the reaction product. The product is: [Cl:1][C:2]1[CH:3]=[C:4]([CH:12]([C:13]2[NH:51][C:16]([C:18]3[CH:23]=[N:22][CH:21]=[CH:20][N:19]=3)=[CH:15][CH:14]=2)[CH2:25][C@H:26]2[CH2:46][CH2:45][C:28]3([O:29][C@H:30]([C:39]4[CH:44]=[CH:43][CH:42]=[CH:41][CH:40]=4)[C@@H:31]([C:33]4[CH:34]=[CH:35][CH:36]=[CH:37][CH:38]=4)[O:32]3)[CH2:27]2)[CH:5]=[CH:6][C:7]=1[S:8]([CH3:11])(=[O:10])=[O:9]. (5) Given the reactants [CH3:1][NH:2][C:3](=O)[C:4]1[CH:9]=[CH:8][CH:7]=[C:6]([N+:10]([O-:12])=[O:11])[CH:5]=1.[N-:14]=[N+:15]=[N-:16].[Na+].FC(F)(F)S(OS(C(F)(F)F)(=O)=O)(=O)=O.[OH-].[Na+], predict the reaction product. The product is: [CH3:1][N:2]1[C:3]([C:4]2[CH:9]=[CH:8][CH:7]=[C:6]([N+:10]([O-:12])=[O:11])[CH:5]=2)=[N:16][N:15]=[N:14]1. (6) Given the reactants C(OC(N1[CH2:11][CH:10]([C:12]2[CH:49]=[CH:48][C:15]([CH:16](CNCCCOCC(OC(C)(C)C)=O)[N:17]3[C:25]([O:26]C)=[N:24][C:23]4[C:18]3=[N:19][C:20]([O:29][CH2:30][CH2:31]OC)=[N:21][C:22]=4[NH2:28])=[CH:14][CH:13]=2)C1)=O)(C)(C)C.Cl.[O:51]1[CH2:56][CH2:55][O:54][CH2:53][CH2:52]1.[CH2:57]=[O:58].[C:59]([BH3-])#[N:60].[Na+].O.[C:64](=[O:67])(O)[O-].[Na+], predict the reaction product. The product is: [CH3:57][O:58][C:56]([CH2:55][O:54][CH2:53][CH2:52][CH2:11][CH:10]([NH:24][CH:23]1[CH2:18][N:60]([CH3:59])[CH2:22]1)[C:12]1[CH:49]=[CH:48][C:15]([CH2:16][N:17]2[C:25](=[O:26])[NH:24][C:23]3[C:18]2=[N:19][C:20]([O:29][CH2:30][CH2:31][O:67][CH3:64])=[N:21][C:22]=3[NH2:28])=[CH:14][CH:13]=1)=[O:51]. (7) Given the reactants [Cl:1][C:2]1[CH:3]=[C:4]([CH:7]=[CH:8][C:9]=1[O:10][CH2:11][CH2:12][CH2:13][N:14]1[CH2:20][CH2:19][CH2:18][N:17]([CH3:21])[CH2:16][CH2:15]1)[CH:5]=O.[C:22]([C:26]1[CH:27]=[C:28]([NH2:33])[C:29]([NH2:32])=[CH:30][CH:31]=1)([CH3:25])([CH3:24])[CH3:23], predict the reaction product. The product is: [C:22]([C:26]1[CH:31]=[CH:30][C:29]2[NH:32][C:5]([C:4]3[CH:7]=[CH:8][C:9]([O:10][CH2:11][CH2:12][CH2:13][N:14]4[CH2:20][CH2:19][CH2:18][N:17]([CH3:21])[CH2:16][CH2:15]4)=[C:2]([Cl:1])[CH:3]=3)=[N:33][C:28]=2[CH:27]=1)([CH3:25])([CH3:23])[CH3:24]. (8) Given the reactants NC[C:3]1[CH:11]=[CH:10][CH:9]=[CH:8][C:4]=1[C:5]([OH:7])=[O:6].C([O-])([O-])=O.[Na+].[Na+].C1C(=O)N(OC(OCC2C=CC=CC=2)=O)C(=O)C1, predict the reaction product. The product is: [C:5]([OH:7])(=[O:6])[C:4]1[CH:8]=[CH:9][CH:10]=[CH:11][CH:3]=1.